Dataset: Forward reaction prediction with 1.9M reactions from USPTO patents (1976-2016). Task: Predict the product of the given reaction. (1) Given the reactants [CH2:1]([O:3][C:4](=[O:16])[CH2:5][C:6]([C:8]1[CH:13]=[CH:12][CH:11]=[CH:10][C:9]=1[O:14][CH3:15])=[O:7])[CH3:2].[Br:17]N1C(=O)CCC1=O.O, predict the reaction product. The product is: [CH2:1]([O:3][C:4](=[O:16])[CH:5]([Br:17])[C:6]([C:8]1[CH:13]=[CH:12][CH:11]=[CH:10][C:9]=1[O:14][CH3:15])=[O:7])[CH3:2]. (2) Given the reactants [N+:1]([C:4]1[CH:12]=[C:11]2[C:7]([C:8]([C:13]3[CH2:18][CH2:17][C:16](=O)[CH2:15][CH:14]=3)=[CH:9][NH:10]2)=[CH:6][CH:5]=1)([O-:3])=[O:2].CC(O)=O.Cl.[CH2:25]([NH2:27])C.[OH-].[Na+], predict the reaction product. The product is: [CH3:25][NH:27][CH:16]1[CH2:17][CH2:18][C:13]([C:8]2[C:7]3[C:11](=[CH:12][C:4]([N+:1]([O-:3])=[O:2])=[CH:5][CH:6]=3)[NH:10][CH:9]=2)=[CH:14][CH2:15]1. (3) Given the reactants C([O:3][C:4](=[O:21])[CH:5]([C:12]1[CH:17]=[CH:16][C:15]([N+:18]([O-:20])=[O:19])=[CH:14][CH:13]=1)[CH2:6][CH:7]1[CH2:11][CH2:10][CH2:9][CH2:8]1)C.[OH-].[Na+], predict the reaction product. The product is: [CH:7]1([CH2:6][CH:5]([C:12]2[CH:17]=[CH:16][C:15]([N+:18]([O-:20])=[O:19])=[CH:14][CH:13]=2)[C:4]([OH:21])=[O:3])[CH2:11][CH2:10][CH2:9][CH2:8]1. (4) Given the reactants [Br:1][C:2]1[CH:7]=[CH:6][C:5]([C:8]2[O:12][N:11]=[C:10]([CH3:13])[C:9]=2C(O)=O)=[CH:4][CH:3]=1.C([N:19]([CH2:22]C)CC)C.C1(P(N=[N+]=[N-])(C2C=CC=CC=2)=[O:31])C=CC=CC=1.[F:41][C:42]1[CH:50]=[CH:49][CH:48]=[CH:47][C:43]=1[CH:44]([OH:46])[CH3:45], predict the reaction product. The product is: [F:41][C:42]1[CH:50]=[CH:49][CH:48]=[CH:47][C:43]=1[CH:44]([O:46][C:22](=[O:31])[NH:19][C:9]1[C:10]([CH3:13])=[N:11][O:12][C:8]=1[C:5]1[CH:4]=[CH:3][C:2]([Br:1])=[CH:7][CH:6]=1)[CH3:45].